From a dataset of Full USPTO retrosynthesis dataset with 1.9M reactions from patents (1976-2016). Predict the reactants needed to synthesize the given product. The reactants are: [CH2:1]([N:13]1[CH:17]=[CH:16][N:15]=[CH:14]1)[CH2:2][CH2:3][CH2:4][CH2:5][CH2:6][CH2:7][CH2:8][CH2:9][CH2:10][CH2:11][CH3:12].[F:18][C:19]([F:40])([F:39])[C:20]([F:38])([F:37])[C:21]([F:36])([F:35])[C:22]([F:34])([F:33])[C:23]([F:32])([F:31])[C:24]([F:30])([F:29])[CH2:25][CH2:26][CH2:27][I:28]. Given the product [I-:28].[CH2:1]([NH+:13]1[CH:17]=[CH:16][N:15]([CH2:27][CH2:26][CH2:25][C:24]([F:29])([F:30])[C:23]([F:31])([F:32])[C:22]([F:33])([F:34])[C:21]([F:35])([F:36])[C:20]([F:37])([F:38])[C:19]([F:40])([F:39])[F:18])[CH2:14]1)[CH2:2][CH2:3][CH2:4][CH2:5][CH2:6][CH2:7][CH2:8][CH2:9][CH2:10][CH2:11][CH3:12], predict the reactants needed to synthesize it.